Dataset: Full USPTO retrosynthesis dataset with 1.9M reactions from patents (1976-2016). Task: Predict the reactants needed to synthesize the given product. (1) Given the product [C:18]([C:15]1[CH:16]=[CH:17][C:12]([C:8]2[C:7]([CH2:6][O:5][C:21]3[CH:26]=[CH:25][C:24]([CH2:27][CH2:28][C:29]([OH:31])=[O:30])=[C:23]([CH3:34])[C:22]=3[CH3:35])=[CH:11][S:10][N:9]=2)=[CH:13][CH:14]=1)#[CH:19], predict the reactants needed to synthesize it. The reactants are: CS([O:5][CH2:6][C:7]1[C:8]([C:12]2[CH:17]=[CH:16][C:15]([C:18]#[CH:19])=[CH:14][CH:13]=2)=[N:9][S:10][CH:11]=1)(=O)=O.O[C:21]1[CH:26]=[CH:25][C:24]([CH2:27][CH2:28][C:29]([O:31]CC)=[O:30])=[C:23]([CH3:34])[C:22]=1[CH3:35]. (2) Given the product [CH3:16][N:14]([CH3:15])[C:12](=[O:13])[C:11]([C:5]1[C:4]2[C:8](=[CH:9][CH:10]=[C:2]([NH:1][S:28]([C:18]3[C:27]4[C:22](=[CH:23][CH:24]=[CH:25][CH:26]=4)[CH:21]=[CH:20][CH:19]=3)(=[O:30])=[O:29])[CH:3]=2)[NH:7][CH:6]=1)=[O:17], predict the reactants needed to synthesize it. The reactants are: [NH2:1][C:2]1[CH:3]=[C:4]2[C:8](=[CH:9][CH:10]=1)[NH:7][CH:6]=[C:5]2[C:11](=[O:17])[C:12]([N:14]([CH3:16])[CH3:15])=[O:13].[C:18]1([S:28](Cl)(=[O:30])=[O:29])[C:27]2[C:22](=[CH:23][CH:24]=[CH:25][CH:26]=2)[CH:21]=[CH:20][CH:19]=1. (3) Given the product [Cl:8][C:5]1[C:4]([NH2:9])=[CH:3][C:2]([C:15]2[N:11]([CH3:10])[N:12]=[N:13][C:14]=2[CH3:29])=[CH:7][N:6]=1, predict the reactants needed to synthesize it. The reactants are: Br[C:2]1[CH:3]=[C:4]([NH2:9])[C:5]([Cl:8])=[N:6][CH:7]=1.[CH3:10][N:11]1[C:15]([Sn](CCCC)(CCCC)CCCC)=[C:14]([CH3:29])[N:13]=[N:12]1.CCN(CC)CC. (4) Given the product [OH:1][CH2:2][C@H:3]1[CH2:4][CH2:5][C@H:6]([C:9]([O:11][CH2:19][C:20]2[CH:25]=[CH:24][CH:23]=[CH:22][CH:21]=2)=[O:10])[CH2:7][CH2:8]1, predict the reactants needed to synthesize it. The reactants are: [OH:1][CH2:2][C@H:3]1[CH2:8][CH2:7][C@H:6]([C:9]([OH:11])=[O:10])[CH2:5][CH2:4]1.C(=O)(O)[O-].[Na+].[I-].[Na+].[CH2:19](Cl)[C:20]1[CH:25]=[CH:24][CH:23]=[CH:22][CH:21]=1.[Cl-].[NH4+]. (5) Given the product [ClH:40].[F:30][C:26]1[CH:25]=[C:24]2[C:29]([C:21]([C:18]3[CH:19]=[CH:20][C:15]([NH:8][CH2:9][C:10]([O:12][CH2:13][CH3:14])=[O:11])=[N:16][CH:17]=3)=[CH:22][N:23]2[S:31]([C:34]2[CH:35]=[CH:36][CH:37]=[CH:38][CH:39]=2)(=[O:33])=[O:32])=[CH:28][CH:27]=1, predict the reactants needed to synthesize it. The reactants are: C(OC([N:8]([C:15]1[CH:20]=[CH:19][C:18]([C:21]2[C:29]3[C:24](=[CH:25][C:26]([F:30])=[CH:27][CH:28]=3)[N:23]([S:31]([C:34]3[CH:39]=[CH:38][CH:37]=[CH:36][CH:35]=3)(=[O:33])=[O:32])[CH:22]=2)=[CH:17][N:16]=1)[CH2:9][C:10]([O:12][CH2:13][CH3:14])=[O:11])=O)(C)(C)C.[ClH:40].